From a dataset of Forward reaction prediction with 1.9M reactions from USPTO patents (1976-2016). Predict the product of the given reaction. (1) Given the reactants [CH3:1][N:2]([CH2:16][C@H:17]1[CH2:22][CH2:21][C@H:20]([CH2:23][O:24][CH2:25]/[CH:26]=[CH:27]/[CH2:28][NH:29][CH3:30])[CH2:19][CH2:18]1)[S:3]([C:6]1[CH:11]=[CH:10][C:9]([C:12]([F:15])([F:14])[F:13])=[CH:8][CH:7]=1)(=[O:5])=[O:4].Cl[C:32]1[CH:37]=[CH:36][N:35]=[C:34]([CH3:38])[N:33]=1.C(N(C(C)C)C(C)C)C, predict the reaction product. The product is: [CH3:1][N:2]([CH2:16][C@H:17]1[CH2:22][CH2:21][C@H:20]([CH2:23][O:24][CH2:25]/[CH:26]=[CH:27]/[CH2:28][N:29]([CH3:30])[C:32]2[CH:37]=[CH:36][N:35]=[C:34]([CH3:38])[N:33]=2)[CH2:19][CH2:18]1)[S:3]([C:6]1[CH:7]=[CH:8][C:9]([C:12]([F:15])([F:13])[F:14])=[CH:10][CH:11]=1)(=[O:5])=[O:4]. (2) The product is: [CH:1]1([N:4]([CH:5]2[CH2:10][CH2:9][N:8]([C:11]3[O:15][N:14]=[C:13]([CH:16]([CH3:18])[CH3:17])[N:12]=3)[CH2:7][CH2:6]2)[C:23](=[O:24])[C:22]2[CH:26]=[CH:27][C:28]([N:29]3[C:33]([CH3:34])=[N:32][CH:31]=[N:30]3)=[C:20]([F:19])[CH:21]=2)[CH2:2][CH2:3]1. Given the reactants [CH:1]1([NH:4][CH:5]2[CH2:10][CH2:9][N:8]([C:11]3[O:15][N:14]=[C:13]([CH:16]([CH3:18])[CH3:17])[N:12]=3)[CH2:7][CH2:6]2)[CH2:3][CH2:2]1.[F:19][C:20]1[CH:21]=[C:22]([CH:26]=[CH:27][C:28]=1[N:29]1[C:33]([CH3:34])=[N:32][CH:31]=[N:30]1)[C:23](O)=[O:24], predict the reaction product.